Predict which catalyst facilitates the given reaction. From a dataset of Catalyst prediction with 721,799 reactions and 888 catalyst types from USPTO. (1) Reactant: [N+:1]([C:4]1[CH:5]=[C:6]([C:10]2[CH:14]=[C:13]([CH2:15][CH2:16][CH:17]=O)[O:12][N:11]=2)[CH:7]=[CH:8][CH:9]=1)([O-:3])=[O:2].[CH3:19][O:20][C:21]1[CH:26]=[CH:25][CH:24]=[CH:23][C:22]=1[N:27]1[CH2:32][CH2:31][NH:30][CH2:29][CH2:28]1.[BH-](OC(C)=O)(OC(C)=O)OC(C)=O.[Na+]. Product: [CH3:19][O:20][C:21]1[CH:26]=[CH:25][CH:24]=[CH:23][C:22]=1[N:27]1[CH2:32][CH2:31][N:30]([CH2:17][CH2:16][CH2:15][C:13]2[O:12][N:11]=[C:10]([C:6]3[CH:7]=[CH:8][CH:9]=[C:4]([N+:1]([O-:3])=[O:2])[CH:5]=3)[CH:14]=2)[CH2:29][CH2:28]1. The catalyst class is: 2. (2) Reactant: [CH2:1]([O:3][C:4]1[C:12]([F:13])=[CH:11][CH:10]=[C:9]2[C:5]=1[C:6]([CH2:15][C:16]([OH:18])=O)=[CH:7][N:8]2[CH3:14])[CH3:2].CN(C(ON1N=NC2C=CC=NC1=2)=[N+](C)C)C.F[P-](F)(F)(F)(F)F.CCN(C(C)C)C(C)C.[C:52]1([CH2:58][NH2:59])[CH:57]=[CH:56][CH:55]=[CH:54][CH:53]=1. Product: [CH2:58]([NH:59][C:16](=[O:18])[CH2:15][C:6]1[C:5]2[C:9](=[CH:10][CH:11]=[C:12]([F:13])[C:4]=2[O:3][CH2:1][CH3:2])[N:8]([CH3:14])[CH:7]=1)[C:52]1[CH:57]=[CH:56][CH:55]=[CH:54][CH:53]=1. The catalyst class is: 375. (3) Reactant: [OH:1][C:2]1[C:11]2[C:6](=[CH:7][CH:8]=[CH:9][CH:10]=2)[C:5]([NH:12][S:13]([C:16]2[S:17][CH:18]=[CH:19][CH:20]=2)(=[O:15])=[O:14])=[CH:4][C:3]=1[S:21][CH2:22][C:23]([O:25]CC)=[O:24].Cl. Product: [OH:1][C:2]1[C:11]2[C:6](=[CH:7][CH:8]=[CH:9][CH:10]=2)[C:5]([NH:12][S:13]([C:16]2[S:17][CH:18]=[CH:19][CH:20]=2)(=[O:15])=[O:14])=[CH:4][C:3]=1[S:21][CH2:22][C:23]([OH:25])=[O:24]. The catalyst class is: 155. (4) Reactant: [CH2:1]([O:3][C:4]([C:6]1[S:10][C:9]2[CH:11]=[CH:12][C:13](I)=[CH:14][C:8]=2[CH:7]=1)=[O:5])[CH3:2].C([Mg]Br)(C)C.CN(C1C=CC=CN=1)[CH:23]=[O:24].Cl. Product: [CH2:1]([O:3][C:4]([C:6]1[S:10][C:9]2[CH:11]=[CH:12][C:13]([CH:23]=[O:24])=[CH:14][C:8]=2[CH:7]=1)=[O:5])[CH3:2]. The catalyst class is: 2. (5) Reactant: [OH:1][C@@H:2]1[C@H:6]2[N:7](C(OC(C)(C)C)=O)[CH2:8][C@H:9]([O:10][S:11]([C:14]3[CH:20]=[CH:19][C:17]([CH3:18])=[CH:16][CH:15]=3)(=[O:13])=[O:12])[C@H:5]2[O:4][CH2:3]1.[H][H]. Product: [CH3:18][C:17]1[CH:19]=[CH:20][C:14]([S:11]([O:10][C@H:9]2[CH2:8][NH:7][C@@H:6]3[C@@H:2]([OH:1])[CH2:3][O:4][C@H:5]23)(=[O:13])=[O:12])=[CH:15][CH:16]=1. The catalyst class is: 63. (6) Reactant: [I:1][C:2]1[CH:12]=[CH:11][CH:10]=[C:4]2[C:5]([O:7][C:8](=[O:9])[C:3]=12)=[O:6].[CH3:13][S:14][CH2:15][C@@H:16]([NH2:18])[CH3:17].[OH-].[Na+]. Product: [I:1][C:2]1[C:3]([C:8](=[O:9])[NH:18][C@@H:16]([CH3:17])[CH2:15][S:14][CH3:13])=[C:4]([CH:10]=[CH:11][CH:12]=1)[C:5]([OH:7])=[O:6]. The catalyst class is: 9.